Dataset: Catalyst prediction with 721,799 reactions and 888 catalyst types from USPTO. Task: Predict which catalyst facilitates the given reaction. (1) Reactant: [OH:1][C:2]1[CH:7]=[CH:6][C:5]([CH2:8][C:9]([OH:11])=[O:10])=[CH:4][CH:3]=1.C([O-])([O-])=O.[K+].[K+].[CH2:18](Br)[C:19]1[CH:24]=[CH:23][CH:22]=[CH:21][CH:20]=1. Product: [OH:1][C:2]1[CH:3]=[CH:4][C:5]([CH2:8][C:9]([O:11][CH2:18][C:19]2[CH:24]=[CH:23][CH:22]=[CH:21][CH:20]=2)=[O:10])=[CH:6][CH:7]=1. The catalyst class is: 3. (2) Reactant: [CH2:1]([O:3][C:4]([C:6]1[N:10]2[N:11]=[C:12](Cl)[CH:13]=[CH:14][C:9]2=[N:8][CH:7]=1)=[O:5])[CH3:2].[CH:16]1[C:21]([CH2:22][NH2:23])=[CH:20][CH:19]=[C:18]([S:24]([NH2:27])(=[O:26])=[O:25])[CH:17]=1.Cl.C(N(C(C)C)CC)(C)C. Product: [CH2:1]([O:3][C:4]([C:6]1[N:10]2[N:11]=[C:12]([NH:23][CH2:22][C:21]3[CH:16]=[CH:17][C:18]([S:24](=[O:26])(=[O:25])[NH2:27])=[CH:19][CH:20]=3)[CH:13]=[CH:14][C:9]2=[N:8][CH:7]=1)=[O:5])[CH3:2]. The catalyst class is: 12. (3) Reactant: [CH2:1]([N:3]1[CH2:8][CH2:7][N:6]([C:9]2[CH:10]=[C:11]([N:15](C)[C:16](=O)C)[CH:12]=[CH:13][CH:14]=2)[CH2:5][CH2:4]1)[CH3:2].S(=O)(=O)(O)O.[OH-].[Na+]. Product: [CH2:1]([N:3]1[CH2:4][CH2:5][N:6]([C:9]2[CH:10]=[C:11]([NH:15][CH3:16])[CH:12]=[CH:13][CH:14]=2)[CH2:7][CH2:8]1)[CH3:2]. The catalyst class is: 6. (4) Reactant: [CH3:1][C:2]1[CH:15]=[CH:14][CH:13]=[CH:12][C:3]=1[CH2:4][C@@H:5]1[NH:9][C:8](=[O:10])[NH:7][C:6]1=[O:11].C([O-])([O-])=O.[K+].[K+].Cl[CH2:23][C:24]1[CH:29]=[CH:28][C:27]([O:30][CH3:31])=[CH:26][CH:25]=1.O. Product: [CH3:31][O:30][C:27]1[CH:28]=[CH:29][C:24]([CH2:23][N:7]2[C:6](=[O:11])[CH:5]([CH2:4][C:3]3[CH:12]=[CH:13][CH:14]=[CH:15][C:2]=3[CH3:1])[NH:9][C:8]2=[O:10])=[CH:25][CH:26]=1. The catalyst class is: 3.